From a dataset of Forward reaction prediction with 1.9M reactions from USPTO patents (1976-2016). Predict the product of the given reaction. (1) Given the reactants Cl[C:2]1[N:7]=[CH:6][N:5]=[C:4]([NH:8][CH2:9][C@@H:10]([C:22]([O:24][C:25]([CH3:28])([CH3:27])[CH3:26])=[O:23])[NH:11][C:12]([O:14][CH2:15][C:16]2[CH:21]=[CH:20][CH:19]=[CH:18][CH:17]=2)=[O:13])[C:3]=1[CH2:29][CH3:30].[NH:31]1[CH2:36][CH2:35][CH:34]([C:37]([O:39][CH3:40])=[O:38])[CH2:33][CH2:32]1.C(NCC)(C)C.C(=O)(O)[O-].[Na+], predict the reaction product. The product is: [CH2:29]([C:3]1[C:4]([NH:8][CH2:9][C@@H:10]([C:22]([O:24][C:25]([CH3:28])([CH3:27])[CH3:26])=[O:23])[NH:11][C:12]([O:14][CH2:15][C:16]2[CH:21]=[CH:20][CH:19]=[CH:18][CH:17]=2)=[O:13])=[N:5][CH:6]=[N:7][C:2]=1[N:31]1[CH2:36][CH2:35][CH:34]([C:37]([O:39][CH3:40])=[O:38])[CH2:33][CH2:32]1)[CH3:30]. (2) Given the reactants Br[C:2]1[CH:11]=[CH:10][C:5]2[C:6]([CH3:9])=[N:7][O:8][C:4]=2[CH:3]=1.[CH3:12][C:13]1[CH:18]=[CH:17][C:16]([NH:19][C:20](=[O:32])[C:21]2[CH:26]=[CH:25][N:24]=[C:23]([N:27]3[CH2:31][CH2:30][CH2:29][CH2:28]3)[CH:22]=2)=[CH:15][C:14]=1B1OC(C)(C)C(C)(C)O1.C(=O)([O-])[O-].[Na+].[Na+], predict the reaction product. The product is: [CH3:12][C:13]1[CH:18]=[CH:17][C:16]([NH:19][C:20](=[O:32])[C:21]2[CH:26]=[CH:25][N:24]=[C:23]([N:27]3[CH2:31][CH2:30][CH2:29][CH2:28]3)[CH:22]=2)=[CH:15][C:14]=1[C:2]1[CH:11]=[CH:10][C:5]2[C:6]([CH3:9])=[N:7][O:8][C:4]=2[CH:3]=1. (3) Given the reactants Cl[C:2]1[N:3]=[C:4]([N:17]2[CH2:22][CH2:21][O:20][CH2:19][CH2:18]2)[C:5]2[S:10][C:9]([NH:11][C:12]([CH:14]3[CH2:16][CH2:15]3)=[O:13])=[CH:8][C:6]=2[N:7]=1.CC1(C)C(C)(C)OB([C:31]2[CH:39]=[CH:38][CH:37]=[C:36]3[C:32]=2[CH:33]=[N:34][NH:35]3)O1, predict the reaction product. The product is: [NH:35]1[C:36]2[C:32](=[C:31]([C:2]3[N:3]=[C:4]([N:17]4[CH2:22][CH2:21][O:20][CH2:19][CH2:18]4)[C:5]4[S:10][C:9]([NH:11][C:12]([CH:14]5[CH2:16][CH2:15]5)=[O:13])=[CH:8][C:6]=4[N:7]=3)[CH:39]=[CH:38][CH:37]=2)[CH:33]=[N:34]1. (4) Given the reactants [CH3:1][N:2]([CH3:25])[CH2:3][CH2:4][CH2:5][N:6]1[C:18]2[CH:17]=[CH:16][C:15]3[C:19](=[O:22])[CH2:20][CH2:21][C:14]=3[C:13]=2[C:12]2[CH:11]=[CH:10][C:9]([O:23][CH3:24])=[CH:8][C:7]1=2.[Al+3].[Cl-].[Cl-].[Cl-].[C:30](Cl)([CH3:32])=[O:31].C([O-])([O-])=O.[Na+].[Na+], predict the reaction product. The product is: [C:30]([C:10]1[C:9]([O:23][CH3:24])=[CH:8][C:7]2[N:6]([CH2:5][CH2:4][CH2:3][N:2]([CH3:1])[CH3:25])[C:18]3[CH:17]=[CH:16][C:15]4[C:19](=[O:22])[CH2:20][CH2:21][C:14]=4[C:13]=3[C:12]=2[CH:11]=1)(=[O:31])[CH3:32].